Regression. Given two drug SMILES strings and cell line genomic features, predict the synergy score measuring deviation from expected non-interaction effect. From a dataset of NCI-60 drug combinations with 297,098 pairs across 59 cell lines. (1) Drug 1: C1CCC(CC1)NC(=O)N(CCCl)N=O. Drug 2: C1CN(CCN1C(=O)CCBr)C(=O)CCBr. Cell line: M14. Synergy scores: CSS=6.16, Synergy_ZIP=-3.02, Synergy_Bliss=6.22, Synergy_Loewe=2.14, Synergy_HSA=2.28. (2) Drug 1: C(=O)(N)NO. Drug 2: CC1C(C(CC(O1)OC2CC(CC3=C2C(=C4C(=C3O)C(=O)C5=C(C4=O)C(=CC=C5)OC)O)(C(=O)CO)O)N)O.Cl. Cell line: UACC-257. Synergy scores: CSS=23.8, Synergy_ZIP=-0.440, Synergy_Bliss=0.825, Synergy_Loewe=-27.2, Synergy_HSA=-0.338. (3) Drug 1: CC12CCC(CC1=CCC3C2CCC4(C3CC=C4C5=CN=CC=C5)C)O. Drug 2: CC1=C2C(C(=O)C3(C(CC4C(C3C(C(C2(C)C)(CC1OC(=O)C(C(C5=CC=CC=C5)NC(=O)OC(C)(C)C)O)O)OC(=O)C6=CC=CC=C6)(CO4)OC(=O)C)O)C)O. Cell line: SF-295. Synergy scores: CSS=49.5, Synergy_ZIP=7.25, Synergy_Bliss=9.43, Synergy_Loewe=-24.3, Synergy_HSA=11.9. (4) Drug 1: CNC(=O)C1=CC=CC=C1SC2=CC3=C(C=C2)C(=NN3)C=CC4=CC=CC=N4. Drug 2: CC1=C2C(C(=O)C3(C(CC4C(C3C(C(C2(C)C)(CC1OC(=O)C(C(C5=CC=CC=C5)NC(=O)OC(C)(C)C)O)O)OC(=O)C6=CC=CC=C6)(CO4)OC(=O)C)O)C)O. Cell line: HCT-15. Synergy scores: CSS=6.07, Synergy_ZIP=0.281, Synergy_Bliss=8.72, Synergy_Loewe=6.15, Synergy_HSA=6.65. (5) Drug 1: CN(C)N=NC1=C(NC=N1)C(=O)N. Drug 2: CC1=C(C=C(C=C1)C(=O)NC2=CC(=CC(=C2)C(F)(F)F)N3C=C(N=C3)C)NC4=NC=CC(=N4)C5=CN=CC=C5. Cell line: NCI/ADR-RES. Synergy scores: CSS=-2.96, Synergy_ZIP=0.426, Synergy_Bliss=-1.15, Synergy_Loewe=-2.97, Synergy_HSA=-2.90. (6) Drug 1: CC1=C(C=C(C=C1)C(=O)NC2=CC(=CC(=C2)C(F)(F)F)N3C=C(N=C3)C)NC4=NC=CC(=N4)C5=CN=CC=C5. Drug 2: C(CN)CNCCSP(=O)(O)O. Cell line: MCF7. Synergy scores: CSS=-5.98, Synergy_ZIP=1.65, Synergy_Bliss=-1.02, Synergy_Loewe=-3.13, Synergy_HSA=-4.47. (7) Drug 1: C1=C(C(=O)NC(=O)N1)N(CCCl)CCCl. Drug 2: C1CC(C1)(C(=O)O)C(=O)O.[NH2-].[NH2-].[Pt+2]. Cell line: OVCAR-5. Synergy scores: CSS=14.0, Synergy_ZIP=-8.93, Synergy_Bliss=-6.03, Synergy_Loewe=-8.94, Synergy_HSA=-4.49.